This data is from Reaction yield outcomes from USPTO patents with 853,638 reactions. The task is: Predict the reaction yield, written as a fraction of the theoretical maximum amount of product (1.0 means a 100% yield; for example, 0.34 means a 34% yield). The reactants are [C:1]([C:5]1[CH:10]=[C:9]([C:11]([CH3:14])([CH3:13])[CH3:12])[CH:8]=[C:7]([NH2:15])[C:6]=1[OH:16])([CH3:4])([CH3:3])[CH3:2].[BH3-][C:18]#N.[Na+].C=O. The catalyst is CO. The product is [C:1]([C:5]1[CH:10]=[C:9]([C:11]([CH3:14])([CH3:13])[CH3:12])[CH:8]=[C:7]([NH:15][CH3:18])[C:6]=1[OH:16])([CH3:4])([CH3:2])[CH3:3]. The yield is 0.150.